This data is from Forward reaction prediction with 1.9M reactions from USPTO patents (1976-2016). The task is: Predict the product of the given reaction. (1) Given the reactants C(N(CC)CC)C.[NH2:8][CH2:9][CH2:10][CH2:11][NH:12][C:13](=[O:19])[O:14][C:15]([CH3:18])([CH3:17])[CH3:16].[Br:20][C:21]1[CH:30]=[C:29]2[C:24]([C:25](Cl)=[C:26]([N+:31]([O-:33])=[O:32])[CH:27]=[N:28]2)=[CH:23][CH:22]=1.O, predict the reaction product. The product is: [Br:20][C:21]1[CH:30]=[C:29]2[C:24]([C:25]([NH:8][CH2:9][CH2:10][CH2:11][NH:12][C:13](=[O:19])[O:14][C:15]([CH3:16])([CH3:18])[CH3:17])=[C:26]([N+:31]([O-:33])=[O:32])[CH:27]=[N:28]2)=[CH:23][CH:22]=1. (2) Given the reactants [CH:1]1([C:4]2[C:5]3[N:6]([C:20]([C:23]#[CH:24])=[CH:21][N:22]=3)[CH:7]=[C:8]([C:10]3[CH:15]=[CH:14][C:13]([C:16]([F:19])([F:18])[F:17])=[CH:12][CH:11]=3)[CH:9]=2)[CH2:3][CH2:2]1.Br[C:26]1[S:30][C:29]([S:31]([NH2:34])(=[O:33])=[O:32])=[CH:28][CH:27]=1, predict the reaction product. The product is: [CH:1]1([C:4]2[C:5]3[N:6]([C:20]([C:23]#[C:24][C:26]4[S:30][C:29]([S:31]([NH2:34])(=[O:33])=[O:32])=[CH:28][CH:27]=4)=[CH:21][N:22]=3)[CH:7]=[C:8]([C:10]3[CH:11]=[CH:12][C:13]([C:16]([F:18])([F:17])[F:19])=[CH:14][CH:15]=3)[CH:9]=2)[CH2:2][CH2:3]1. (3) Given the reactants [CH2:1]([O:3][C:4]1[N:8]([C:9]2[C:17]3[O:16][CH2:15][C@@H:14]([NH:18][C:19]4[CH:31]=[CH:30][C:22]5[C@H:23]([CH2:26][C:27]([OH:29])=[O:28])[CH2:24][O:25][C:21]=5[CH:20]=4)[C:13]=3[CH:12]=[CH:11][CH:10]=2)[C:7]2[CH:32]=[CH:33][CH:34]=[CH:35][C:6]=2[N:5]=1)[CH3:2].[OH-].[Na+:37].C(#N)C, predict the reaction product. The product is: [CH2:1]([O:3][C:4]1[N:8]([C:9]2[C:17]3[O:16][CH2:15][C@@H:14]([NH:18][C:19]4[CH:31]=[CH:30][C:22]5[C@H:23]([CH2:26][C:27]([O-:29])=[O:28])[CH2:24][O:25][C:21]=5[CH:20]=4)[C:13]=3[CH:12]=[CH:11][CH:10]=2)[C:7]2[CH:32]=[CH:33][CH:34]=[CH:35][C:6]=2[N:5]=1)[CH3:2].[Na+:37]. (4) Given the reactants [Cl:1][C:2]1[C:3]([C:9]2[CH:14]=[CH:13][CH:12]=[C:11]([NH:15][CH2:16][CH:17]3[CH2:22][CH2:21][O:20][CH2:19][CH2:18]3)[N:10]=2)=[CH:4][C:5]([F:8])=[N:6][CH:7]=1.[Br:23]N1C(=O)CCC1=O, predict the reaction product. The product is: [Br:23][C:14]1[C:9]([C:3]2[C:2]([Cl:1])=[CH:7][N:6]=[C:5]([F:8])[CH:4]=2)=[N:10][C:11]([NH:15][CH2:16][CH:17]2[CH2:22][CH2:21][O:20][CH2:19][CH2:18]2)=[CH:12][CH:13]=1. (5) Given the reactants [C:1]([O:5][C:6](=[O:20])[N:7]([CH2:13][C:14]1[CH:19]=[CH:18][CH:17]=[CH:16][CH:15]=1)[CH2:8][CH2:9][CH2:10][CH2:11][OH:12])([CH3:4])([CH3:3])[CH3:2].[Cr](O[Cr]([O-])(=O)=O)([O-])(=O)=[O:22].[NH+]1C=CC=CC=1.[NH+]1C=CC=CC=1.O.Cl, predict the reaction product. The product is: [CH2:13]([N:7]([C:6]([O:5][C:1]([CH3:4])([CH3:2])[CH3:3])=[O:20])[CH2:8][CH2:9][CH2:10][C:11]([OH:22])=[O:12])[C:14]1[CH:19]=[CH:18][CH:17]=[CH:16][CH:15]=1. (6) Given the reactants O.O.[Sn](Cl)Cl.[C:6]([C:10]1[CH:15]=[CH:14][C:13]([S:16]([CH3:19])(=[O:18])=[O:17])=[C:12]([N+:20]([O-])=O)[CH:11]=1)([CH3:9])([CH3:8])[CH3:7].[OH-].[Na+], predict the reaction product. The product is: [C:6]([C:10]1[CH:15]=[CH:14][C:13]([S:16]([CH3:19])(=[O:17])=[O:18])=[C:12]([NH2:20])[CH:11]=1)([CH3:9])([CH3:7])[CH3:8]. (7) Given the reactants C(OC(=O)[NH:7][CH:8]([CH2:24][N:25]([CH2:28][CH3:29])[CH2:26][CH3:27])[CH2:9][C:10]1[CH:15]=[CH:14][C:13]([O:16][CH2:17][C:18]2[CH:23]=[CH:22][CH:21]=[CH:20][CH:19]=2)=[CH:12][CH:11]=1)(C)(C)C.FC(F)(F)C(O)=O, predict the reaction product. The product is: [CH2:17]([O:16][C:13]1[CH:12]=[CH:11][C:10]([CH2:9][C@H:8]([NH2:7])[CH2:24][N:25]([CH2:28][CH3:29])[CH2:26][CH3:27])=[CH:15][CH:14]=1)[C:18]1[CH:19]=[CH:20][CH:21]=[CH:22][CH:23]=1. (8) Given the reactants [CH2:1]([C:3]1[NH:7][C:6]([C:8]2[CH:13]=[CH:12][C:11]([F:14])=[CH:10][CH:9]=2)=[N:5][C:4]=1[C:15]1[CH:16]=[N:17][CH:18]=[CH:19][CH:20]=1)[CH3:2].[H-].[Na+].[CH3:23]I.[Cl-:25].[NH4+], predict the reaction product. The product is: [ClH:25].[ClH:25].[CH2:1]([C:3]1[N:7]([CH3:23])[C:6]([C:8]2[CH:9]=[CH:10][C:11]([F:14])=[CH:12][CH:13]=2)=[N:5][C:4]=1[C:15]1[CH:16]=[N:17][CH:18]=[CH:19][CH:20]=1)[CH3:2]. (9) Given the reactants [OH:1][C:2]1[CH:9]=[CH:8][C:5]([CH:6]=[O:7])=[CH:4][CH:3]=1.[OH-].[CH2:11]([N+:15]([CH2:24][CH2:25][CH2:26][CH3:27])([CH2:20][CH2:21][CH2:22][CH3:23])[CH2:16][CH2:17][CH2:18][CH3:19])[CH2:12][CH2:13][CH3:14], predict the reaction product. The product is: [CH:6]([C:5]1[CH:8]=[CH:9][C:2]([O-:1])=[CH:3][CH:4]=1)=[O:7].[CH2:24]([N+:15]([CH2:11][CH2:12][CH2:13][CH3:14])([CH2:16][CH2:17][CH2:18][CH3:19])[CH2:20][CH2:21][CH2:22][CH3:23])[CH2:25][CH2:26][CH3:27]. (10) Given the reactants Cl[C:2]1[C:11]2[C:6](=[CH:7][C:8]([Cl:12])=[CH:9][CH:10]=2)[N:5]=[CH:4][N:3]=1.[CH3:13][O:14][Na], predict the reaction product. The product is: [Cl:12][C:8]1[CH:7]=[C:6]2[C:11]([C:2]([O:14][CH3:13])=[N:3][C:4]([C:6]3[CH:11]=[CH:10][CH:9]=[CH:8][CH:7]=3)=[N:5]2)=[CH:10][CH:9]=1.